Task: Binary Classification. Given a T-cell receptor sequence (or CDR3 region) and an epitope sequence, predict whether binding occurs between them.. Dataset: TCR-epitope binding with 47,182 pairs between 192 epitopes and 23,139 TCRs (1) The epitope is DRFYKTLRAEQASQEV. The TCR CDR3 sequence is CASSLSRSRRNTIYF. Result: 0 (the TCR does not bind to the epitope). (2) The epitope is LLLGIGILV. The TCR CDR3 sequence is CASSFWDTWTETQYF. Result: 1 (the TCR binds to the epitope). (3) The epitope is ALSKGVHFV. The TCR CDR3 sequence is CASSLEGLSYNEQFF. Result: 1 (the TCR binds to the epitope). (4) The epitope is FLPRVFSAV. The TCR CDR3 sequence is CASSLSGGQLNWIPVSGNTIYF. Result: 1 (the TCR binds to the epitope). (5) The epitope is KLPDDFTGCV. The TCR CDR3 sequence is CASGPGNWYYEQYF. Result: 1 (the TCR binds to the epitope). (6) The epitope is SSTFNVPMEKLK. The TCR CDR3 sequence is CASSVTGLWYF. Result: 1 (the TCR binds to the epitope). (7) The epitope is QARQMVQAMRTIGTHP. The TCR CDR3 sequence is CASSLERAEQYF. Result: 1 (the TCR binds to the epitope).